From a dataset of Catalyst prediction with 721,799 reactions and 888 catalyst types from USPTO. Predict which catalyst facilitates the given reaction. (1) Reactant: C(Cl)(=O)C(Cl)=O.[Br:7][C:8]1[C:9]([F:17])=[C:10]([CH:14]=[CH:15][CH:16]=1)[C:11]([OH:13])=O.[F:18][C:19]([F:29])([F:28])[O:20][C:21]1[CH:27]=[CH:26][C:24]([NH2:25])=[CH:23][CH:22]=1.CCN(C(C)C)C(C)C.C([O-])(O)=O.[Na+]. Product: [Br:7][C:8]1[C:9]([F:17])=[C:10]([CH:14]=[CH:15][CH:16]=1)[C:11]([NH:25][C:24]1[CH:26]=[CH:27][C:21]([O:20][C:19]([F:18])([F:28])[F:29])=[CH:22][CH:23]=1)=[O:13]. The catalyst class is: 59. (2) Reactant: [OH-].[Na+].[C:3]([O:7][C:8]([NH:10][C@H:11]1[C@@H:15]([CH3:16])[CH2:14][N:13]([C:17]2[CH:26]=[C:25]3[C:20]([C:21](=[O:35])[C:22]([C:30]([O:32]CC)=[O:31])=[CH:23][N:24]3[CH:27]3[CH2:29][CH2:28]3)=[CH:19][C:18]=2[F:36])[CH2:12]1)=[O:9])([CH3:6])([CH3:5])[CH3:4].Cl. Product: [C:3]([O:7][C:8]([NH:10][C@H:11]1[C@@H:15]([CH3:16])[CH2:14][N:13]([C:17]2[CH:26]=[C:25]3[C:20]([C:21](=[O:35])[C:22]([C:30]([OH:32])=[O:31])=[CH:23][N:24]3[CH:27]3[CH2:29][CH2:28]3)=[CH:19][C:18]=2[F:36])[CH2:12]1)=[O:9])([CH3:4])([CH3:5])[CH3:6]. The catalyst class is: 8.